Dataset: Reaction yield outcomes from USPTO patents with 853,638 reactions. Task: Predict the reaction yield, written as a fraction of the theoretical maximum amount of product (1.0 means a 100% yield; for example, 0.34 means a 34% yield). (1) The reactants are [F:1][C:2]1[CH:7]=[CH:6][C:5]([C:8]2[CH:16]=[CH:15][CH:14]=[C:13]3[C:9]=2[CH2:10][C:11](=[O:17])[NH:12]3)=[CH:4][CH:3]=1.[CH3:18][C:19]1[CH:23]=[C:22]([CH3:24])[NH:21][C:20]=1[CH:25]=O. The yield is 0.450. The product is [CH3:18][C:19]1[CH:23]=[C:22]([CH3:24])[NH:21][C:20]=1[CH:25]=[C:10]1[C:9]2[C:13](=[CH:14][CH:15]=[CH:16][C:8]=2[C:5]2[CH:4]=[CH:3][C:2]([F:1])=[CH:7][CH:6]=2)[NH:12][C:11]1=[O:17]. The catalyst is C(O)C.N1CCCCC1. (2) The yield is 0.870. The catalyst is C(O)C. The product is [F:19][C:14]1[CH:13]=[C:12]([C:7]2[C:6]([C:4]([OH:3])=[O:5])=[C:10](/[CH:11]=[CH:20]/[C:21]3[CH:26]=[CH:25][CH:24]=[CH:23][CH:22]=3)[O:9][N:8]=2)[CH:17]=[CH:16][C:15]=1[F:18]. The reactants are C([O:3][C:4]([C:6]1[C:7]([C:12]2[CH:17]=[CH:16][C:15]([F:18])=[C:14]([F:19])[CH:13]=2)=[N:8][O:9][C:10]=1[CH3:11])=[O:5])C.[CH:20](=O)[C:21]1[CH:26]=[CH:25][CH:24]=[CH:23][CH:22]=1.[O-]CC.[Na+].Cl. (3) The yield is 0.720. The product is [NH2:103][CH2:102][C:93]1[CH:92]=[C:91]([NH:90][C:89]([O:88][CH2:87][CH2:86][C:83]2[CH:84]=[CH:85][C:80]([CH:76]([NH:75][C:71]3[CH:70]=[C:69]4[C:74](=[CH:73][CH:72]=3)[C:65]([N:64]([C:105]([O:107][C:108]([CH3:109])([CH3:111])[CH3:110])=[O:106])[C:62]([O:61][C:57]([CH3:58])([CH3:60])[CH3:59])=[O:63])=[N:66][CH:67]=[CH:68]4)[C:77]([OH:79])=[O:78])=[CH:81][CH:82]=2)=[O:104])[CH:96]=[CH:95][C:94]=1[S:97]([CH2:100][CH3:101])(=[O:99])=[O:98]. The reactants are NCC1C=C(NC(=O)N(CCC2C=CC(C(NC3C=C4C(=CC=3)C(N(C(OC(C)(C)C)=O)C(OC(C)(C)C)=O)=NC=C4)C(O)=O)=CC=2)C)C=CC=1S(CC)(=O)=O.[C:57]([O:61][C:62]([N:64]([C:105]([O:107][C:108]([CH3:111])([CH3:110])[CH3:109])=[O:106])[C:65]1[C:74]2[C:69](=[CH:70][C:71]([NH:75][CH:76]([C:80]3[CH:85]=[CH:84][C:83]([CH2:86][CH2:87][O:88][C:89](=[O:104])[NH:90][C:91]4[CH:96]=[CH:95][C:94]([S:97]([CH2:100][CH3:101])(=[O:99])=[O:98])=[C:93]([C:102]#[N:103])[CH:92]=4)=[CH:82][CH:81]=3)[C:77]([OH:79])=[O:78])=[CH:72][CH:73]=2)[CH:68]=[CH:67][N:66]=1)=[O:63])([CH3:60])([CH3:59])[CH3:58]. No catalyst specified. (4) The reactants are [CH3:1][O:2][C:3]1[CH:4]=[C:5](B(O)O)[CH:6]=[CH:7][CH:8]=1.[CH3:12][O:13][C:14]1[CH:15]=[C:16](I)[CH:17]=[C:18]([O:20][CH3:21])[CH:19]=1.C1(C)C=CC=CC=1P(C1C=CC=CC=1C)C1C=CC=CC=1C.[F-].[Cs+]. The catalyst is C([O-])(=O)C.[Pd+2].C([O-])(=O)C.O.O1CCOCC1. The product is [CH3:12][O:13][C:14]1[CH:15]=[C:16]([C:7]2[CH:6]=[CH:5][CH:4]=[C:3]([O:2][CH3:1])[CH:8]=2)[CH:17]=[C:18]([O:20][CH3:21])[CH:19]=1. The yield is 0.890.